Task: Predict the product of the given reaction.. Dataset: Forward reaction prediction with 1.9M reactions from USPTO patents (1976-2016) (1) The product is: [CH2:3]([N:10]1[CH2:15][CH2:14][C:13]2([CH2:16][C:17]3[C:22](=[CH:21][CH:20]=[CH:19][CH:18]=3)[O:25][CH2:24]2)[CH2:12][CH2:11]1)[C:4]1[CH:9]=[CH:8][CH:7]=[CH:6][CH:5]=1. Given the reactants [H-].[Na+].[CH2:3]([N:10]1[CH2:15][CH2:14][C:13]([CH2:24][OH:25])([CH2:16][C:17]2[CH:22]=[CH:21][CH:20]=[CH:19][C:18]=2F)[CH2:12][CH2:11]1)[C:4]1[CH:9]=[CH:8][CH:7]=[CH:6][CH:5]=1, predict the reaction product. (2) Given the reactants Cl[C:2]1[C:7]([N+:8]([O-:10])=[O:9])=[CH:6][N:5]=[C:4]2[CH:11]=[CH:12][S:13][C:3]=12.[NH2:14][C@H:15]1[CH2:20][CH2:19][C@H:18]([CH2:21][CH2:22][C:23]#[N:24])[CH2:17][CH2:16]1.C(N(CC)C(C)C)(C)C, predict the reaction product. The product is: [N+:8]([C:7]1[C:2]([NH:14][C@H:15]2[CH2:20][CH2:19][C@H:18]([CH2:21][CH2:22][C:23]#[N:24])[CH2:17][CH2:16]2)=[C:3]2[S:13][CH:12]=[CH:11][C:4]2=[N:5][CH:6]=1)([O-:10])=[O:9]. (3) Given the reactants CC([CH:5]1[CH2:10][CH:9]([N:11]2[CH2:16][CH2:15][N:14]([CH2:17][CH2:18][F:19])[CH2:13][CH2:12]2)[CH2:8][CH2:7][N:6]1C([O-])=O)(C)C.[ClH:23], predict the reaction product. The product is: [ClH:23].[ClH:23].[ClH:23].[F:19][CH2:18][CH2:17][N:14]1[CH2:15][CH2:16][N:11]([CH:9]2[CH2:10][CH2:5][NH:6][CH2:7][CH2:8]2)[CH2:12][CH2:13]1. (4) The product is: [F:6][C:7]1[CH:14]=[C:13]([F:15])[CH:12]=[CH:11][C:8]=1[CH2:9][C:17]1([OH:16])[CH2:18][CH2:19][N:20]([C:23]([O:25][C:26]([CH3:28])([CH3:27])[CH3:29])=[O:24])[CH2:21][CH2:22]1. Given the reactants [Mg].BrCCBr.[F:6][C:7]1[CH:14]=[C:13]([F:15])[CH:12]=[CH:11][C:8]=1[CH2:9]Br.[O:16]=[C:17]1[CH2:22][CH2:21][N:20]([C:23]([O:25][C:26]([CH3:29])([CH3:28])[CH3:27])=[O:24])[CH2:19][CH2:18]1.Cl.C(C(C(C([O-])=O)O)O)([O-])=O.[Na+].[K+], predict the reaction product. (5) The product is: [C:1]1([C:7]2[CH:11]=[CH:10][N:9]([CH2:12][OH:13])[N:8]=2)[CH:2]=[CH:3][CH:4]=[CH:5][CH:6]=1. Given the reactants [C:1]1([C:7]2[CH:11]=[CH:10][NH:9][N:8]=2)[CH:6]=[CH:5][CH:4]=[CH:3][CH:2]=1.[CH2:12]=[O:13].C(N(CC)CC)C, predict the reaction product. (6) Given the reactants [C:1]1([S:7]([C:10]([CH3:15])([CH3:14])[CH2:11][CH2:12][OH:13])(=[O:9])=[O:8])[CH:6]=[CH:5][CH:4]=[CH:3][CH:2]=1.C(N(CC)CC)C.[CH3:23][S:24](Cl)(=[O:26])=[O:25], predict the reaction product. The product is: [C:1]1([S:7]([C:10]([CH3:15])([CH3:14])[CH2:11][CH2:12][O:13][S:24]([CH3:23])(=[O:26])=[O:25])(=[O:8])=[O:9])[CH:2]=[CH:3][CH:4]=[CH:5][CH:6]=1. (7) Given the reactants [O:1]=[C:2]1[C:8]2=[CH:9][C:10]3[CH:11]=[CH:12][C:13]([C:16]([O:18]CC)=[O:17])=[CH:14][C:15]=3[N:7]2[CH2:6][CH2:5][CH2:4][NH:3]1.[OH-].[Na+].Cl, predict the reaction product. The product is: [O:1]=[C:2]1[C:8]2=[CH:9][C:10]3[CH:11]=[CH:12][C:13]([C:16]([OH:18])=[O:17])=[CH:14][C:15]=3[N:7]2[CH2:6][CH2:5][CH2:4][NH:3]1. (8) The product is: [F:24][C:14]1[C:13]([CH:11]([C:8]2[N:6]3[N:7]=[C:2]([N:27]4[CH2:32][CH2:31][NH:30][CH2:29][CH2:28]4)[CH:3]=[CH:4][C:5]3=[N:10][CH:9]=2)[CH3:12])=[C:22]([F:23])[CH:21]=[C:20]2[C:15]=1[CH:16]=[CH:17][CH:18]=[N:19]2. Given the reactants Cl[C:2]1[CH:3]=[CH:4][C:5]2[N:6]([C:8]([CH:11]([C:13]3[C:14]([F:24])=[C:15]4[C:20](=[CH:21][C:22]=3[F:23])[N:19]=[CH:18][CH:17]=[CH:16]4)[CH3:12])=[CH:9][N:10]=2)[N:7]=1.[F-].[K+].[NH:27]1[CH2:32][CH2:31][NH:30][CH2:29][CH2:28]1, predict the reaction product. (9) Given the reactants [C:1]1([C:7]2[O:8][CH:9]=[C:10]([CH2:12][OH:13])[N:11]=2)[CH:6]=[CH:5][CH:4]=[CH:3][CH:2]=1.[O:14]1[CH2:18]CC[CH2:15]1.[H-].[Na+].COCCl, predict the reaction product. The product is: [CH3:15][O:14][CH2:18][O:13][CH2:12][C:10]1[N:11]=[C:7]([C:1]2[CH:2]=[CH:3][CH:4]=[CH:5][CH:6]=2)[O:8][CH:9]=1. (10) Given the reactants [CH3:1][O:2][C:3]([C:5]1[CH:9]=[CH:8][S:7][C:6]=1[NH:10][C:11]([C:13]1[CH:17]=[CH:16][NH:15][N:14]=1)=[O:12])=[O:4].[CH2:18]([O:20][C:21]1[CH:29]=[CH:28][CH:27]=[CH:26][C:22]=1[C:23](Cl)=[O:24])[CH3:19], predict the reaction product. The product is: [CH3:1][O:2][C:3]([C:5]1[CH:9]=[CH:8][S:7][C:6]=1[NH:10][C:11]([C:13]1[CH:17]=[CH:16][N:15]([C:23](=[O:24])[C:22]2[CH:26]=[CH:27][CH:28]=[CH:29][C:21]=2[O:20][CH2:18][CH3:19])[N:14]=1)=[O:12])=[O:4].